From a dataset of Reaction yield outcomes from USPTO patents with 853,638 reactions. Predict the reaction yield, written as a fraction of the theoretical maximum amount of product (1.0 means a 100% yield; for example, 0.34 means a 34% yield). (1) The reactants are [Br:1][C:2]1[CH:7]=[CH:6][CH:5]=[CH:4][CH:3]=1.[CH3:8][C:9]1([CH3:16])[CH2:13][C:12](=[O:14])[O:11][C:10]1=[O:15].[Cl-].[Cl-].[Cl-].[Al+3]. The catalyst is ClC(Cl)C. The product is [Br:1][C:2]1[CH:7]=[CH:6][C:5]([C:12](=[O:14])[CH2:13][C:9]([CH3:16])([CH3:8])[C:10]([OH:15])=[O:11])=[CH:4][CH:3]=1. The yield is 0.630. (2) The reactants are O.[C:2]([OH:6])(=[O:5])[CH:3]=O.[CH3:7][C@@H:8]1[CH2:13][CH2:12][C@H:11]([O:14][C:15]2[C:16]([C:28]([F:31])([F:30])[F:29])=[C:17]3[C:22](=[CH:23][CH:24]=2)[CH:21]=[C:20](B(O)O)[CH:19]=[CH:18]3)[CH2:10][CH2:9]1.Cl.[CH:33]12[NH:41][CH:37]([CH2:38][CH2:39][CH2:40]1)[CH2:36][CH2:35][CH2:34]2.C(N(CC)C(C)C)(C)C. The catalyst is FC(F)(F)C(O)C(F)(F)F. The product is [CH:37]12[N:41]([CH:3]([C:20]3[CH:19]=[CH:18][C:17]4[C:22](=[CH:23][CH:24]=[C:15]([O:14][C@H:11]5[CH2:10][CH2:9][C@@H:8]([CH3:7])[CH2:13][CH2:12]5)[C:16]=4[C:28]([F:30])([F:31])[F:29])[CH:21]=3)[C:2]([OH:6])=[O:5])[CH:33]([CH2:40][CH2:39][CH2:38]1)[CH2:34][CH2:35][CH2:36]2. The yield is 0.0300.